From a dataset of Catalyst prediction with 721,799 reactions and 888 catalyst types from USPTO. Predict which catalyst facilitates the given reaction. (1) Reactant: [N:1]1[CH:6]=[CH:5][CH:4]=[CH:3][C:2]=1[NH:7][C:8]1[CH:13]=[CH:12][C:11]([OH:14])=[CH:10][CH:9]=1.F[C:16]1[C:17]([CH:22]2[CH2:27][CH2:26][N:25]([C:28](=[O:30])[CH3:29])[CH2:24][CH2:23]2)=[N:18][CH:19]=[CH:20][N:21]=1.C(=O)([O-])[O-].[Cs+].[Cs+]. Product: [N:1]1[CH:6]=[CH:5][CH:4]=[CH:3][C:2]=1[NH:7][C:8]1[CH:13]=[CH:12][C:11]([O:14][C:16]2[C:17]([CH:22]3[CH2:23][CH2:24][N:25]([C:28](=[O:30])[CH3:29])[CH2:26][CH2:27]3)=[N:18][CH:19]=[CH:20][N:21]=2)=[CH:10][CH:9]=1. The catalyst class is: 16. (2) Reactant: F[C:2]1[CH:7]=[CH:6][CH:5]=[C:4]([N+:8]([O-:10])=[O:9])[CH:3]=1.[NH:11]1[CH2:14][CH2:13][CH2:12]1.Cl.C([O-])([O-])=O.[K+].[K+]. Product: [N+:8]([C:4]1[CH:3]=[C:2]([N:11]2[CH2:14][CH2:13][CH2:12]2)[CH:7]=[CH:6][CH:5]=1)([O-:10])=[O:9]. The catalyst class is: 58. (3) Product: [CH3:23][C:2]1[CH:9]=[CH:8][C:5]([CH2:6][NH:7][CH:17]2[CH2:18][CH2:19][N:14]([C:12](=[O:13])[C:11]([F:22])([F:21])[F:10])[CH2:15][CH2:16]2)=[CH:4][CH:3]=1. The catalyst class is: 5. Reactant: F[C:2]1[CH:9]=[CH:8][C:5]([CH2:6][NH2:7])=[CH:4][CH:3]=1.[F:10][C:11]([F:22])([F:21])[C:12]([N:14]1[CH2:19][CH2:18][C:17](=O)[CH2:16][CH2:15]1)=[O:13].[C:23](O)(=O)C.[BH3-]C#N.[Na+].